Dataset: Forward reaction prediction with 1.9M reactions from USPTO patents (1976-2016). Task: Predict the product of the given reaction. Given the reactants [CH:1]1([C:4]([OH:6])=O)[CH2:3][CH2:2]1.CN(C(ON1N=NC2C=CC=NC1=2)=[N+](C)C)C.F[P-](F)(F)(F)(F)F.CCN(CC)CC.[C:38]([O:42][C:43](=[O:58])[NH:44][C:45]1([C:48]2[CH:53]=[CH:52][C:51]([C:54]([NH:56][NH2:57])=[O:55])=[CH:50][N:49]=2)[CH2:47][CH2:46]1)([CH3:41])([CH3:40])[CH3:39], predict the reaction product. The product is: [C:38]([O:42][C:43](=[O:58])[NH:44][C:45]1([C:48]2[CH:53]=[CH:52][C:51]([C:54]([NH:56][NH:57][C:4]([CH:1]3[CH2:3][CH2:2]3)=[O:6])=[O:55])=[CH:50][N:49]=2)[CH2:47][CH2:46]1)([CH3:41])([CH3:39])[CH3:40].